This data is from CYP1A2 inhibition data for predicting drug metabolism from PubChem BioAssay. The task is: Regression/Classification. Given a drug SMILES string, predict its absorption, distribution, metabolism, or excretion properties. Task type varies by dataset: regression for continuous measurements (e.g., permeability, clearance, half-life) or binary classification for categorical outcomes (e.g., BBB penetration, CYP inhibition). Dataset: cyp1a2_veith. (1) The molecule is COc1ccc(C(=O)NC2(C(F)(F)F)C(=O)Nc3c2c(=O)[nH]c(=O)n3CCc2ccc(OC)c(OC)c2)cc1. The result is 0 (non-inhibitor). (2) The drug is CCOC(=O)c1c(NC(=O)c2ccc(N3CCOCC3)c([N+](=O)[O-])c2)sc(C)c1C. The result is 0 (non-inhibitor). (3) The drug is CCOc1ccc(C(F)(F)F)cc1NC(C)=O. The result is 1 (inhibitor). (4) The molecule is CCCNC(=O)Cn1cnc2sc(C(=O)Nc3ccc4c(c3)OCO4)c(C)c2c1=O. The result is 0 (non-inhibitor). (5) The drug is NS(=O)(=O)c1cc2c(cc1Cl)N=C(CCC(=O)O)N=S2(=O)O. The result is 0 (non-inhibitor).